From a dataset of Peptide-MHC class II binding affinity with 134,281 pairs from IEDB. Regression. Given a peptide amino acid sequence and an MHC pseudo amino acid sequence, predict their binding affinity value. This is MHC class II binding data. (1) The peptide sequence is QSQCRTFRGRVLDMF. The MHC is H-2-IAb with pseudo-sequence H-2-IAb. The binding affinity (normalized) is 0.0836. (2) The peptide sequence is FCVKVLAPYMPDVLE. The MHC is DRB4_0103 with pseudo-sequence DRB4_0103. The binding affinity (normalized) is 0.677.